Dataset: Full USPTO retrosynthesis dataset with 1.9M reactions from patents (1976-2016). Task: Predict the reactants needed to synthesize the given product. (1) The reactants are: [CH2:1]([C:3]1([CH:8]([F:13])[C:9]([NH:11][OH:12])=[O:10])OCCO1)[CH3:2].OS(O)(=O)=O. Given the product [CH2:1]([C:3]1[O:12][N:11]=[C:9]([OH:10])[C:8]=1[F:13])[CH3:2], predict the reactants needed to synthesize it. (2) Given the product [NH2:22][C:10]1[CH:11]=[CH:12][C:13]([N:15]2[CH2:16][CH2:17][N:18]([CH3:21])[CH2:19][CH2:20]2)=[CH:14][C:9]=1[C:1]([C:2]1[CH:3]=[CH:4][CH:5]=[CH:6][CH:7]=1)=[O:8], predict the reactants needed to synthesize it. The reactants are: [C:1]([C:9]1[CH:14]=[C:13]([N:15]2[CH2:20][CH2:19][N:18]([CH3:21])[CH2:17][CH2:16]2)[CH:12]=[CH:11][C:10]=1[NH:22]C(=O)C(C)(C)C)(=[O:8])[C:2]1[CH:7]=[CH:6][CH:5]=[CH:4][CH:3]=1.